From a dataset of Reaction yield outcomes from USPTO patents with 853,638 reactions. Predict the reaction yield, written as a fraction of the theoretical maximum amount of product (1.0 means a 100% yield; for example, 0.34 means a 34% yield). (1) The product is [CH3:46][C:38]1([N:32]2[C:31](=[O:47])[C:30]3[C:34](=[CH:35][CH:36]=[C:28]([CH2:27][NH:26][C:10]([C:7]4[N:8]=[N:9][C:4]([S:3][CH2:1][CH3:2])=[CH:5][CH:6]=4)=[O:12])[CH:29]=3)[C:33]2=[O:37])[CH2:43][CH2:42][C:41](=[O:44])[NH:40][C:39]1=[O:45]. The yield is 0.810. The reactants are [CH2:1]([S:3][C:4]1[N:9]=[N:8][C:7]([C:10]([OH:12])=O)=[CH:6][CH:5]=1)[CH3:2].C1N=CN(C(N2C=NC=C2)=O)C=1.Cl.[NH2:26][CH2:27][C:28]1[CH:29]=[C:30]2[C:34](=[CH:35][CH:36]=1)[C:33](=[O:37])[N:32]([C:38]1([CH3:46])[CH2:43][CH2:42][C:41](=[O:44])[NH:40][C:39]1=[O:45])[C:31]2=[O:47].O. The catalyst is CN(C)C=O. (2) The reactants are [NH2:1][C:2]1[N:7]=[C:6]([CH2:8][OH:9])[C:5]([C:10]2[CH:15]=[CH:14][C:13]([NH2:16])=[CH:12][CH:11]=2)=[C:4]([NH2:17])[N:3]=1.[Cl:18][C:19]1[CH:26]=[CH:25][C:22]([CH:23]=O)=[CH:21][CH:20]=1.[BH3-]C#N.[Na+]. The catalyst is CO.CC(O)=O.CC([O-])=O.[Na+]. The product is [NH2:1][C:2]1[N:7]=[C:6]([CH2:8][OH:9])[C:5]([C:10]2[CH:11]=[CH:12][C:13]([NH:16][CH2:23][C:22]3[CH:25]=[CH:26][C:19]([Cl:18])=[CH:20][CH:21]=3)=[CH:14][CH:15]=2)=[C:4]([NH2:17])[N:3]=1. The yield is 0.710. (3) The yield is 0.740. The reactants are [Br:1][C:2]1[CH:3]=[C:4]([C:9]([O:11][CH3:12])=[O:10])[CH:5]=[N:6][C:7]=1I.[CH3:13]B1OB(C)OB(C)O1.C(Cl)Cl.C(=O)([O-])[O-].[K+].[K+]. The product is [Br:1][C:2]1[CH:3]=[C:4]([C:9]([O:11][CH3:12])=[O:10])[CH:5]=[N:6][C:7]=1[CH3:13]. The catalyst is C1C=CC(P(C2C=CC=CC=2)[C-]2C=CC=C2)=CC=1.C1C=CC(P(C2C=CC=CC=2)[C-]2C=CC=C2)=CC=1.Cl[Pd]Cl.[Fe+2].O1CCOCC1. (4) The reactants are C(OC([N:8]1[CH2:15][C:14]2[C:10](=[N:11][NH:12][C:13]=2[NH2:16])[CH2:9]1)=O)(C)(C)C.[Cl:17][CH:18]([CH:22](OCC)OCC)[C:19](=O)[CH3:20]. The catalyst is CC(O)=O. The product is [Cl:17][C:18]1[C:19]([CH3:20])=[N:16][C:13]2[N:12]([N:11]=[C:10]3[CH2:9][NH:8][CH2:15][C:14]3=2)[CH:22]=1. The yield is 0.220. (5) The reactants are [CH2:1]([O:3][C:4](=[O:22])[C:5](=O)[CH2:6][C:7]1[CH:17]=[CH:16][C:10]([C:11]([O:13][CH2:14][CH3:15])=[O:12])=[CH:9][C:8]=1[N+:18]([O-])=O)[CH3:2].O. The catalyst is C(O)(=O)C.CCOC(C)=O.[Zn]. The product is [NH:18]1[C:8]2[C:7](=[CH:17][CH:16]=[C:10]([C:11]([O:13][CH2:14][CH3:15])=[O:12])[CH:9]=2)[CH:6]=[C:5]1[C:4]([O:3][CH2:1][CH3:2])=[O:22]. The yield is 0.830.